Task: Predict the reaction yield, written as a fraction of the theoretical maximum amount of product (1.0 means a 100% yield; for example, 0.34 means a 34% yield).. Dataset: Reaction yield outcomes from USPTO patents with 853,638 reactions (1) The reactants are [NH2:1][CH2:2][C:3]1[CH:30]=[CH:29][C:6]([CH2:7][N:8]([CH2:19][C:20]2[NH:24][C:23]3[CH:25]=[CH:26][CH:27]=[CH:28][C:22]=3[N:21]=2)[CH:9]2[C:18]3[N:17]=[CH:16][CH:15]=[CH:14][C:13]=3[CH2:12][CH2:11][CH2:10]2)=[CH:5][CH:4]=1.[CH2:31]([N:38]=[C:39]=[O:40])[C:32]1[CH:37]=[CH:36][CH:35]=[CH:34][CH:33]=1. The catalyst is C(Cl)Cl. The product is [NH:24]1[C:23]2[CH:25]=[CH:26][CH:27]=[CH:28][C:22]=2[N:21]=[C:20]1[CH2:19][N:8]([CH2:7][C:6]1[CH:5]=[CH:4][C:3]([CH2:2][NH:1][C:39]([NH:38][CH2:31][C:32]2[CH:37]=[CH:36][CH:35]=[CH:34][CH:33]=2)=[O:40])=[CH:30][CH:29]=1)[CH:9]1[C:18]2[N:17]=[CH:16][CH:15]=[CH:14][C:13]=2[CH2:12][CH2:11][CH2:10]1. The yield is 0.280. (2) The reactants are [CH2:1]([N:3]([S:10]([C:13]1[CH:18]=[CH:17][C:16]([F:19])=[CH:15][CH:14]=1)(=[O:12])=[O:11])[C:4]1([C:7]([OH:9])=O)[CH2:6][CH2:5]1)[CH3:2].CCOC(OC(OCC)=O)=O.[F:31][C:32]([F:48])([F:47])[C:33]1[CH:38]=[CH:37][C:36]([C:39]2[CH:44]=[C:43]([CH2:45][NH2:46])[CH:42]=[CH:41][N:40]=2)=[CH:35][CH:34]=1. The catalyst is C1COCC1. The product is [CH2:1]([N:3]([S:10]([C:13]1[CH:18]=[CH:17][C:16]([F:19])=[CH:15][CH:14]=1)(=[O:12])=[O:11])[C:4]1([C:7]([NH:46][CH2:45][C:43]2[CH:42]=[CH:41][N:40]=[C:39]([C:36]3[CH:37]=[CH:38][C:33]([C:32]([F:48])([F:31])[F:47])=[CH:34][CH:35]=3)[CH:44]=2)=[O:9])[CH2:5][CH2:6]1)[CH3:2]. The yield is 0.268.